From a dataset of Forward reaction prediction with 1.9M reactions from USPTO patents (1976-2016). Predict the product of the given reaction. (1) Given the reactants CO[C:3](=[O:21])[C:4]1[CH:9]=[CH:8][CH:7]=[CH:6][C:5]=1[NH:10][C:11](=[O:20])[CH:12]([C:14]1[CH:19]=[CH:18][CH:17]=[CH:16][CH:15]=1)[CH3:13].[Li+].C[Si]([N-][Si](C)(C)C)(C)C, predict the reaction product. The product is: [CH3:13][C:12]1([C:14]2[CH:15]=[CH:16][CH:17]=[CH:18][CH:19]=2)[C:3](=[O:21])[C:4]2[C:5](=[CH:6][CH:7]=[CH:8][CH:9]=2)[NH:10][C:11]1=[O:20]. (2) Given the reactants Cl.[CH:2]1([CH2:5][CH:6]2[NH:11][CH2:10][CH2:9][N:8]3[N:12]=[C:13]([C:15]([F:18])([F:17])[F:16])[N:14]=[C:7]23)[CH2:4][CH2:3]1.[C:19]([O:23][C:24]([NH:26][C@H:27]([CH2:32][C:33]1[CH:38]=[C:37]([F:39])[C:36]([F:40])=[CH:35][C:34]=1[F:41])[CH2:28][C:29](O)=[O:30])=[O:25])([CH3:22])([CH3:21])[CH3:20], predict the reaction product. The product is: [C:19]([O:23][C:24]([NH:26][C@H:27]([CH2:32][C:33]1[CH:38]=[C:37]([F:39])[C:36]([F:40])=[CH:35][C:34]=1[F:41])[CH2:28][C:29]([N:11]1[CH2:10][CH2:9][N:8]2[N:12]=[C:13]([C:15]([F:16])([F:18])[F:17])[N:14]=[C:7]2[CH:6]1[CH2:5][CH:2]1[CH2:4][CH2:3]1)=[O:30])=[O:25])([CH3:22])([CH3:20])[CH3:21]. (3) Given the reactants [F:1][C:2]1[CH:14]=[CH:13][C:5]([CH2:6][CH:7]2[CH2:12][CH2:11][NH:10][CH2:9][CH2:8]2)=[CH:4][CH:3]=1.Cl[CH2:16][C:17]([NH:19][C:20]1[CH:25]=[CH:24][C:23]([Cl:26])=[C:22]([Cl:27])[CH:21]=1)=[O:18].C(=O)([O-])[O-].[K+].[K+], predict the reaction product. The product is: [F:1][C:2]1[CH:3]=[CH:4][C:5]([CH2:6][CH:7]2[CH2:8][CH2:9][N:10]([CH2:16][C:17]([NH:19][C:20]3[CH:25]=[CH:24][C:23]([Cl:26])=[C:22]([Cl:27])[CH:21]=3)=[O:18])[CH2:11][CH2:12]2)=[CH:13][CH:14]=1. (4) Given the reactants C1(SCC2C=CC=CC=2C(O)=[O:12])C=CC=CC=1.[CH:18]1[C:28]2[C:27](=[O:29])[C:26]3[CH:30]=[CH:31][CH:32]=[CH:33][C:25]=3[CH2:24]S[C:22]=2[CH:21]=[CH:20][CH:19]=1, predict the reaction product. The product is: [CH:18]1[C:28]2[C:27](=[O:29])[C:26]3[CH:30]=[CH:31][CH:32]=[CH:33][C:25]=3[CH2:24][O:12][C:22]=2[CH:21]=[CH:20][CH:19]=1. (5) Given the reactants [Br:1][C:2]1[CH:3]=[N:4][S:5][C:6]=1[NH:7][C@H:8]([C:13]([O:15]C)=[O:14])[CH2:9][CH:10]([CH3:12])[CH3:11].[OH-].[Li+].Cl, predict the reaction product. The product is: [Br:1][C:2]1[CH:3]=[N:4][S:5][C:6]=1[NH:7][C@H:8]([C:13]([OH:15])=[O:14])[CH2:9][CH:10]([CH3:12])[CH3:11]. (6) Given the reactants [CH2:1]([O:3][C:4]1[CH:9]=[CH:8][C:7]([C:10](=O)[CH2:11][C:12](=O)[C:13]([F:16])([F:15])[F:14])=[CH:6][C:5]=1[C:19]([F:22])([F:21])[F:20])[CH3:2].[NH2:23][C:24]1[C:28]([C:29]2[CH:34]=[CH:33][N:32]=[C:31]([CH3:35])[CH:30]=2)=[CH:27][NH:26][N:25]=1, predict the reaction product. The product is: [CH2:1]([O:3][C:4]1[CH:9]=[CH:8][C:7]([C:10]2[CH:11]=[C:12]([C:13]([F:16])([F:15])[F:14])[N:25]3[N:26]=[CH:27][C:28]([C:29]4[CH:34]=[CH:33][N:32]=[C:31]([CH3:35])[CH:30]=4)=[C:24]3[N:23]=2)=[CH:6][C:5]=1[C:19]([F:22])([F:21])[F:20])[CH3:2]. (7) Given the reactants [C:1]1([C:51]2[CH:56]=[CH:55][CH:54]=[CH:53][CH:52]=2)[CH:6]=[CH:5][C:4]([N:7]([C:23]2[CH:28]=[CH:27][C:26]([C:29]3[CH:30]=[C:31]4[C:39](=[CH:40][CH:41]=3)[NH:38][C:37]3[CH:36]=[C:35]5[C:42]([CH3:50])([CH3:49])[C:43]6[C:48]([C:34]5=[CH:33][C:32]4=3)=[CH:47][CH:46]=[CH:45][CH:44]=6)=[CH:25][CH:24]=2)[C:8]2[CH:20]=[CH:19][C:18]3[C:17]4[C:12](=[CH:13][CH:14]=[CH:15][CH:16]=4)[C:11]([CH3:22])([CH3:21])[C:10]=3[CH:9]=2)=[CH:3][CH:2]=1.Br[C:58]1[CH:63]=[CH:62][CH:61]=[CH:60][CH:59]=1.C(P(C(C)(C)C)C(C)(C)C)(C)(C)C.CC([O-])(C)C.[Na+], predict the reaction product. The product is: [C:1]1([C:51]2[CH:52]=[CH:53][CH:54]=[CH:55][CH:56]=2)[CH:2]=[CH:3][C:4]([N:7]([C:8]2[CH:20]=[CH:19][C:18]3[C:17]4[C:12](=[CH:13][CH:14]=[CH:15][CH:16]=4)[C:11]([CH3:21])([CH3:22])[C:10]=3[CH:9]=2)[C:23]2[CH:24]=[CH:25][C:26]([C:29]3[CH:30]=[C:31]4[C:39](=[CH:40][CH:41]=3)[N:38]([C:58]3[CH:63]=[CH:62][CH:61]=[CH:60][CH:59]=3)[C:37]3[CH:36]=[C:35]5[C:42]([CH3:49])([CH3:50])[C:43]6[C:48]([C:34]5=[CH:33][C:32]4=3)=[CH:47][CH:46]=[CH:45][CH:44]=6)=[CH:27][CH:28]=2)=[CH:5][CH:6]=1.